This data is from Retrosynthesis with 50K atom-mapped reactions and 10 reaction types from USPTO. The task is: Predict the reactants needed to synthesize the given product. (1) Given the product N#Cc1cc(Cl)cc(Oc2c(F)ccc(CN)c2Cl)c1, predict the reactants needed to synthesize it. The reactants are: N.N#Cc1cc(Cl)cc(Oc2c(F)ccc(CBr)c2Cl)c1. (2) Given the product CCC(C(N)=O)C(c1ccccc1)c1ccc2c(cnn2-c2ccc(F)cc2)c1, predict the reactants needed to synthesize it. The reactants are: CCC(C(=O)F)C(c1ccccc1)c1ccc2c(cnn2-c2ccc(F)cc2)c1.CCC(C(=O)O)C(c1ccccc1)c1ccc2c(cnn2-c2ccc(F)cc2)c1.